Dataset: Forward reaction prediction with 1.9M reactions from USPTO patents (1976-2016). Task: Predict the product of the given reaction. Given the reactants [CH3:1][N:2]([CH3:38])[C:3](=[O:37])[CH2:4][O:5][C:6]1[CH:7]=[C:8]([S:12]([N:15]2[C:19]([C:20]3[CH:25]=[CH:24][CH:23]=[CH:22][C:21]=3[F:26])=[CH:18][C:17]([CH2:27][N:28](C)[C:29](=O)OC(C)(C)C)=[CH:16]2)(=[O:14])=[O:13])[CH:9]=[CH:10][CH:11]=1.Cl, predict the reaction product. The product is: [F:26][C:21]1[CH:22]=[CH:23][CH:24]=[CH:25][C:20]=1[C:19]1[N:15]([S:12]([C:8]2[CH:7]=[C:6]([CH:11]=[CH:10][CH:9]=2)[O:5][CH2:4][C:3]([N:2]([CH3:1])[CH3:38])=[O:37])(=[O:14])=[O:13])[CH:16]=[C:17]([CH2:27][NH:28][CH3:29])[CH:18]=1.